This data is from Forward reaction prediction with 1.9M reactions from USPTO patents (1976-2016). The task is: Predict the product of the given reaction. (1) Given the reactants CN(C)CCCN=C=NCC.[O:12]1[CH:16]=[CH:15][CH:14]=[C:13]1[C:17]([OH:19])=O.[NH2:20][C@@H:21]([CH2:43][CH:44]1[CH2:49][CH2:48][CH2:47][CH2:46][CH2:45]1)[C:22]([NH:24][C@H:25]1[CH2:31][CH2:30][C@@H:29]([CH3:32])[N:28]([S:33]([C:36]2[CH:41]=[CH:40][CH:39]=[CH:38][N:37]=2)(=[O:35])=[O:34])[CH2:27][C@@H:26]1[OH:42])=[O:23].C(N(C(C)C)CC)(C)C.OC1C2N=NNC=2C=CC=1, predict the reaction product. The product is: [CH:44]1([CH2:43][C@H:21]([NH:20][C:17]([C:13]2[O:12][CH:16]=[CH:15][CH:14]=2)=[O:19])[C:22](=[O:23])[NH:24][C@H:25]2[CH2:31][CH2:30][C@@H:29]([CH3:32])[N:28]([S:33]([C:36]3[CH:41]=[CH:40][CH:39]=[CH:38][N:37]=3)(=[O:34])=[O:35])[CH2:27][C@@H:26]2[OH:42])[CH2:49][CH2:48][CH2:47][CH2:46][CH2:45]1. (2) Given the reactants FC(F)(F)C(O)=O.[CH3:8][O:9][C:10]([C:12]1[N:13]([C:17]([C:24]([O:26]C(C)(C)C)=[O:25])([CH3:23])[CH2:18][CH2:19][CH:20]([CH3:22])[CH3:21])[CH:14]=[CH:15][CH:16]=1)=[O:11].C1(C)C=CC=CC=1, predict the reaction product. The product is: [CH3:8][O:9][C:10]([C:12]1[N:13]([C:17]([C:24]([OH:26])=[O:25])([CH3:23])[CH2:18][CH2:19][CH:20]([CH3:22])[CH3:21])[CH:14]=[CH:15][CH:16]=1)=[O:11]. (3) Given the reactants [Cl:1][C:2]1[CH:3]=[N:4][CH:5]=[C:6]([O:8][C:9]2[CH:14]=[CH:13][C:12]([C:15]([F:18])([F:17])[F:16])=[CH:11][C:10]=2[NH2:19])[CH:7]=1.[CH3:20][O:21][C:22]1[CH:27]=[CH:26][C:25]([S:28](Cl)(=[O:30])=[O:29])=[CH:24][CH:23]=1, predict the reaction product. The product is: [Cl:1][C:2]1[CH:3]=[N:4][CH:5]=[C:6]([O:8][C:9]2[CH:14]=[CH:13][C:12]([C:15]([F:17])([F:16])[F:18])=[CH:11][C:10]=2[NH:19][S:28]([C:25]2[CH:24]=[CH:23][C:22]([O:21][CH3:20])=[CH:27][CH:26]=2)(=[O:30])=[O:29])[CH:7]=1. (4) Given the reactants Br[C:2]1[CH:10]=[CH:9][C:8]([C:11]([NH2:13])=[O:12])=[C:7]2[C:3]=1[C:4]([CH3:15])=[C:5]([CH3:14])[NH:6]2.[CH3:16][C:17]1[C:23](B2OC(C)(C)C(C)(C)O2)=[CH:22][CH:21]=[CH:20][C:18]=1[NH2:19].C([O-])([O-])=O.[Na+].[Na+], predict the reaction product. The product is: [NH2:19][C:18]1[C:17]([CH3:16])=[C:23]([C:2]2[CH:10]=[CH:9][C:8]([C:11]([NH2:13])=[O:12])=[C:7]3[C:3]=2[C:4]([CH3:15])=[C:5]([CH3:14])[NH:6]3)[CH:22]=[CH:21][CH:20]=1. (5) Given the reactants [OH:1][C:2]1[C:3]([CH:21]([CH3:23])[CH3:22])=[C:4]2[C:9](=[C:10]([CH3:15])[C:11]=1[CH:12]([CH3:14])[CH3:13])[O:8][C:7]([CH3:20])([C:16]([O:18]C)=[O:17])[CH2:6][CH2:5]2.O.[OH-].[Li+].CC(OC)(C)C.CCCCCCC, predict the reaction product. The product is: [OH:1][C:2]1[C:3]([CH:21]([CH3:23])[CH3:22])=[C:4]2[C:9](=[C:10]([CH3:15])[C:11]=1[CH:12]([CH3:13])[CH3:14])[O:8][C:7]([CH3:20])([C:16]([OH:18])=[O:17])[CH2:6][CH2:5]2. (6) Given the reactants [CH3:1][S:2](Cl)(=[O:4])=[O:3].[CH3:6][O:7][C:8]1[C:13]([NH2:14])=[CH:12][C:11]([CH2:15][S:16](/[CH:19]=[CH:20]/[C:21]2[C:26]([O:27][CH3:28])=[CH:25][C:24]([O:29][CH3:30])=[CH:23][C:22]=2[O:31][CH3:32])(=[O:18])=[O:17])=[CH:10][N:9]=1, predict the reaction product. The product is: [CH3:6][O:7][C:8]1[C:13]([NH:14][S:2]([CH3:1])(=[O:4])=[O:3])=[CH:12][C:11]([CH2:15][S:16](/[CH:19]=[CH:20]/[C:21]2[C:26]([O:27][CH3:28])=[CH:25][C:24]([O:29][CH3:30])=[CH:23][C:22]=2[O:31][CH3:32])(=[O:18])=[O:17])=[CH:10][N:9]=1. (7) Given the reactants Cl[C:2]1[CH:7]=[CH:6][N:5]=[C:4]2[CH:8]=[C:9]([C:11]3[S:12][CH:13]=[CH:14][N:15]=3)[S:10][C:3]=12.[CH2:16]([NH:20][C:21]([C:23]1[C:31]2[C:26](=[CH:27][C:28]([OH:32])=[CH:29][CH:30]=2)[N:25]([CH3:33])[C:24]=1[CH3:34])=[O:22])[CH2:17][CH2:18][CH3:19].C([O-])([O-])=O.[Cs+].[Cs+], predict the reaction product. The product is: [CH2:16]([NH:20][C:21]([C:23]1[C:31]2[C:26](=[CH:27][C:28]([O:32][C:2]3[CH:7]=[CH:6][N:5]=[C:4]4[CH:8]=[C:9]([C:11]5[S:12][CH:13]=[CH:14][N:15]=5)[S:10][C:3]=34)=[CH:29][CH:30]=2)[N:25]([CH3:33])[C:24]=1[CH3:34])=[O:22])[CH2:17][CH2:18][CH3:19]. (8) Given the reactants [CH3:1][CH:2]([CH3:37])[C:3]([O:5][C@@H:6]1[C@H:10]([O:11][C:12](=[O:16])[CH:13]([CH3:15])[CH3:14])[C@@H:9]([CH2:17][O:18][C:19](=[O:21])[CH3:20])[O:8][CH:7]1[N:22]1[CH:30]=[N:29][C:28]2[C:23]1=[N:24][CH:25]=[N:26][C:27]=2[NH:31][C@@H:32]1[CH2:36][CH2:35][O:34][CH2:33]1)=[O:4].[CH:38]1(C(O)=O)[CH2:42]C[CH2:40][CH2:39]1.C(OC(=O)C(C)C)(=O)C(C)C, predict the reaction product. The product is: [CH3:1][CH:2]([CH3:37])[C:3]([O:5][C@@H:6]1[C@H:10]([O:11][C:12](=[O:16])[CH:13]([CH3:14])[CH3:15])[C@@H:9]([CH2:17][O:18][C:19]([CH:20]2[CH2:40][CH2:39][CH2:38][CH2:42]2)=[O:21])[O:8][CH:7]1[N:22]1[CH:30]=[N:29][C:28]2[C:23]1=[N:24][CH:25]=[N:26][C:27]=2[NH:31][C@@H:32]1[CH2:36][CH2:35][O:34][CH2:33]1)=[O:4]. (9) Given the reactants Br.Br.Br.[NH2:4][C:5]1[S:6][CH:7]=[C:8]([CH2:10][C:11]([N:13]2[CH2:18][CH2:17][N:16]([CH:19]3[CH2:24][CH2:23][N:22]([CH3:25])[CH2:21][CH2:20]3)[CH2:15][CH2:14]2)=[O:12])[N:9]=1.[Br:26][C:27]1[S:31][C:30]([C:32](O)=[O:33])=[CH:29][CH:28]=1, predict the reaction product. The product is: [CH3:25][N:22]1[CH2:23][CH2:24][CH:19]([N:16]2[CH2:15][CH2:14][N:13]([C:11](=[O:12])[CH2:10][C:8]3[N:9]=[C:5]([NH:4][C:32]([C:30]4[S:31][C:27]([Br:26])=[CH:28][CH:29]=4)=[O:33])[S:6][CH:7]=3)[CH2:18][CH2:17]2)[CH2:20][CH2:21]1.